Dataset: Reaction yield outcomes from USPTO patents with 853,638 reactions. Task: Predict the reaction yield, written as a fraction of the theoretical maximum amount of product (1.0 means a 100% yield; for example, 0.34 means a 34% yield). (1) The reactants are [Cl:1][C:2]1[CH:7]=[C:6](Cl)[CH:5]=[C:4]([Cl:9])[N:3]=1.[CH:10]1([C:14]#[N:15])[CH2:13][CH2:12][CH2:11]1.C[Si]([N-][Si](C)(C)C)(C)C.[Li+]. The catalyst is C1COCC1. The product is [Cl:1][C:2]1[CH:7]=[C:6]([C:10]2([C:14]#[N:15])[CH2:13][CH2:12][CH2:11]2)[CH:5]=[C:4]([Cl:9])[N:3]=1. The yield is 0.760. (2) The reactants are [Cl:1][C:2]1[C:7]([CH3:8])=[CH:6][C:5]([NH:9][CH:10]2[CH2:15][CH2:14][N:13]([C@H:16]3[CH2:21][CH2:20][C@H:19]([O:22][CH3:23])[CH2:18][CH2:17]3)[CH2:12][CH2:11]2)=[C:4]([N+:24]([O-])=O)[CH:3]=1.O.NN. The catalyst is C(O)C.[Ni]. The product is [NH2:24][C:4]1[CH:3]=[C:2]([Cl:1])[C:7]([CH3:8])=[CH:6][C:5]=1[NH:9][CH:10]1[CH2:11][CH2:12][N:13]([C@H:16]2[CH2:21][CH2:20][C@H:19]([O:22][CH3:23])[CH2:18][CH2:17]2)[CH2:14][CH2:15]1. The yield is 0.990. (3) The reactants are [CH3:1][C:2]1[C:6]([O:7][C:8]2[CH:13]=[CH:12][C:11]([CH2:14][OH:15])=[CH:10][CH:9]=2)=[C:5]([CH3:16])[N:4]([C:17]2[N:22]=[C:21]([C:23]3[CH:28]=[CH:27][CH:26]=[CH:25][N:24]=3)[CH:20]=[CH:19][N:18]=2)[N:3]=1.CC(OI1(OC(C)=O)(OC(C)=O)OC(=O)C2C=CC=CC1=2)=O. The catalyst is C(Cl)(Cl)Cl. The product is [CH3:1][C:2]1[C:6]([O:7][C:8]2[CH:9]=[CH:10][C:11]([CH:14]=[O:15])=[CH:12][CH:13]=2)=[C:5]([CH3:16])[N:4]([C:17]2[N:22]=[C:21]([C:23]3[CH:28]=[CH:27][CH:26]=[CH:25][N:24]=3)[CH:20]=[CH:19][N:18]=2)[N:3]=1. The yield is 0.900.